From a dataset of CYP3A4 inhibition data for predicting drug metabolism from PubChem BioAssay. Regression/Classification. Given a drug SMILES string, predict its absorption, distribution, metabolism, or excretion properties. Task type varies by dataset: regression for continuous measurements (e.g., permeability, clearance, half-life) or binary classification for categorical outcomes (e.g., BBB penetration, CYP inhibition). Dataset: cyp3a4_veith. (1) The compound is C#CCSc1n[nH]c(-c2ccco2)n1. The result is 0 (non-inhibitor). (2) The drug is O=c1[nH]c(SCc2c(Cl)c(Cl)c(Cl)c(Cl)c2Cl)nc(=S)[nH]1. The result is 1 (inhibitor). (3) The drug is O=C1CSC(c2ccccn2)N1c1ccc2ccccc2c1. The result is 0 (non-inhibitor).